This data is from Catalyst prediction with 721,799 reactions and 888 catalyst types from USPTO. The task is: Predict which catalyst facilitates the given reaction. (1) Reactant: [N:1]1([NH:10][C:11]([C:13]2[CH:14]=[N:15][C:16]([C:19]3[CH:24]=[CH:23][CH:22]=[CH:21][N:20]=3)=[N:17][CH:18]=2)=[O:12])[C:9]2[C:4](=[CH:5][CH:6]=[CH:7][CH:8]=2)[CH2:3][CH2:2]1. Product: [N:1]1([NH:10][C:11]([C:13]2[CH:14]=[N:15][C:16]([C:19]3[CH:24]=[CH:23][CH:22]=[CH:21][N:20]=3)=[N:17][CH:18]=2)=[O:12])[C:9]2[C:4](=[CH:5][CH:6]=[CH:7][CH:8]=2)[CH:3]=[CH:2]1. The catalyst class is: 177. (2) Reactant: [CH3:1][O:2][C:3]1[CH:8]=[C:7]([N+:9]([O-])=O)[CH:6]=[CH:5][C:4]=1[N:12]1[CH2:17][CH2:16][N:15]([CH:18]2[CH2:21][O:20][CH2:19]2)[C:14]([CH3:23])([CH3:22])[CH2:13]1. Product: [CH3:22][C:14]1([CH3:23])[N:15]([CH:18]2[CH2:21][O:20][CH2:19]2)[CH2:16][CH2:17][N:12]([C:4]2[CH:5]=[CH:6][C:7]([NH2:9])=[CH:8][C:3]=2[O:2][CH3:1])[CH2:13]1. The catalyst class is: 29. (3) Reactant: [CH3:1][O:2][C:3]([C:5]1[O:6][C:7]([CH3:12])=[C:8]([CH2:10][OH:11])[CH:9]=1)=[O:4].[I:13][C:14]1[CH:15]=[C:16](O)[CH:17]=[CH:18][CH:19]=1.C1(P(C2C=CC=CC=2)C2C=CC=CC=2)C=CC=CC=1.CC(OC(/N=N/C(OC(C)C)=O)=O)C. Product: [CH3:1][O:2][C:3]([C:5]1[O:6][C:7]([CH3:12])=[C:8]([CH2:10][O:11][C:18]2[CH:17]=[CH:16][CH:15]=[C:14]([I:13])[CH:19]=2)[CH:9]=1)=[O:4]. The catalyst class is: 7. (4) The catalyst class is: 96. Reactant: [CH2:1]([N:3]([CH:7]([CH3:9])C)[CH:4]([CH3:6])[CH3:5])[CH3:2].[N+:10]([C:13]1[CH:18]=[CH:17]C(OC(Cl)=O)=CC=1)([O-:12])=[O:11].Cl.[CH3:24][O:25][C:26](=[O:41])[C@@H:27]([NH:30][C:31]([O:33][CH2:34][C:35]1[CH:40]=[CH:39][CH:38]=[CH:37][CH:36]=1)=[O:32])[CH2:28][NH2:29].C[N:43](C)[CH:44]=[O:45]. Product: [CH3:24][O:25][C:26](=[O:41])[C@@H:27]([NH:30][C:31]([O:33][CH2:34][C:35]1[CH:36]=[CH:37][CH:38]=[CH:39][CH:40]=1)=[O:32])[CH2:28][NH:29][C:44]([N:43]1[CH2:2][CH2:1][N:3]([C:4]2[CH:5]=[CH:17][CH:18]=[C:13]([N+:10]([O-:12])=[O:11])[CH:6]=2)[CH2:7][CH2:9]1)=[O:45]. (5) Reactant: [CH:1]1[CH:6]=[N:5][CH:4]=[C:3]([C:7]2[CH2:11][CH2:10][CH2:9][N:8]=2)[CH:2]=1. Product: [CH2:10]1[CH2:9][NH:8][CH:7]([C:3]2[CH:2]=[CH:1][CH:6]=[N:5][CH:4]=2)[CH2:11]1. The catalyst class is: 43. (6) Reactant: [CH3:1][N:2]1[CH2:7][CH2:6][CH:5]([CH2:8][C:9]2[CH:10]=[C:11]([C:15]3[CH:20]=[CH:19][CH:18]=[C:17]([CH2:21][NH:22][S:23]([C:26]4[CH:27]=[C:28]([CH:32]=[CH:33][CH:34]=4)[C:29](O)=[O:30])(=[O:25])=[O:24])[CH:16]=3)[CH:12]=[CH:13][CH:14]=2)[CH2:4][CH2:3]1.Cl.[NH2:36][CH2:37][C:38]1[C:43]([CH2:44][CH3:45])=[N:42][C:41]2[N:46]([CH2:49][CH3:50])[N:47]=[CH:48][C:40]=2[C:39]=1[NH:51][CH:52]1[CH2:57][CH2:56][O:55][CH2:54][CH2:53]1.CN(C(ON1N=NC2C=CC=CC1=2)=[N+](C)C)C.F[P-](F)(F)(F)(F)F. Product: [CH2:49]([N:46]1[C:41]2=[N:42][C:43]([CH2:44][CH3:45])=[C:38]([CH2:37][NH:36][C:29](=[O:30])[C:28]3[CH:32]=[CH:33][CH:34]=[C:26]([S:23]([NH:22][CH2:21][C:17]4[CH:16]=[C:15]([C:11]5[CH:12]=[CH:13][CH:14]=[C:9]([CH2:8][CH:5]6[CH2:6][CH2:7][N:2]([CH3:1])[CH2:3][CH2:4]6)[CH:10]=5)[CH:20]=[CH:19][CH:18]=4)(=[O:25])=[O:24])[CH:27]=3)[C:39]([NH:51][CH:52]3[CH2:53][CH2:54][O:55][CH2:56][CH2:57]3)=[C:40]2[CH:48]=[N:47]1)[CH3:50]. The catalyst class is: 1. (7) Reactant: C([SiH](CC)CC)C.[CH2:8]([C@H:15]1[CH2:19][O:18][C:17](=[O:20])[N:16]1[C:21](=[O:40])[C@@H:22]([O:32][C:33]1[CH:38]=[CH:37][C:36]([CH3:39])=[CH:35][CH:34]=1)[C@H:23](O)[C:24]1[CH:29]=[CH:28][C:27]([OH:30])=[CH:26][CH:25]=1)[C:9]1[CH:14]=[CH:13][CH:12]=[CH:11][CH:10]=1. Product: [CH2:8]([C@H:15]1[CH2:19][O:18][C:17](=[O:20])[N:16]1[C:21](=[O:40])[C@@H:22]([O:32][C:33]1[CH:38]=[CH:37][C:36]([CH3:39])=[CH:35][CH:34]=1)[CH2:23][C:24]1[CH:29]=[CH:28][C:27]([OH:30])=[CH:26][CH:25]=1)[C:9]1[CH:14]=[CH:13][CH:12]=[CH:11][CH:10]=1. The catalyst class is: 55. (8) Reactant: CC(O)=[O:3].C1C=C(Cl)C=C(C(OO)=O)C=1.[CH3:16][C:17]1[CH:22]=[C:21]([C:23]2[CH:28]=[CH:27][CH:26]=[C:25]([CH3:29])[N:24]=2)[CH:20]=[CH:19][C:18]=1[C:30]1[C:41](=[O:42])[N:40]([CH2:43][C:44]([N:46]2[CH2:51][CH2:50][N:49]([C:52]([O:54][C:55]([CH3:58])([CH3:57])[CH3:56])=[O:53])[CH2:48][CH2:47]2)=[O:45])[C:33]2[N:34]=[C:35]([S:38][CH3:39])[N:36]=[CH:37][C:32]=2[CH:31]=1. Product: [C:55]([O:54][C:52]([N:49]1[CH2:50][CH2:51][N:46]([C:44](=[O:45])[CH2:43][N:40]2[C:33]3[N:34]=[C:35]([S:38]([CH3:39])=[O:3])[N:36]=[CH:37][C:32]=3[CH:31]=[C:30]([C:18]3[CH:19]=[CH:20][C:21]([C:23]4[CH:28]=[CH:27][CH:26]=[C:25]([CH3:29])[N:24]=4)=[CH:22][C:17]=3[CH3:16])[C:41]2=[O:42])[CH2:47][CH2:48]1)=[O:53])([CH3:58])([CH3:57])[CH3:56]. The catalyst class is: 2. (9) Reactant: [CH3:1][C:2]1[C:3]([N:8]([CH2:33][O:34][CH3:35])[S:9]([C:12]2[C:13]([C:18]3[CH:23]=[CH:22][C:21]([C:24](OCC)=[O:25])=[CH:20][C:19]=3[CH2:29][O:30][CH2:31][CH3:32])=[CH:14][CH:15]=[CH:16][CH:17]=2)(=[O:11])=[O:10])=[N:4][O:5][C:6]=1[CH3:7].CC(C[AlH]CC(C)C)C.[Cl-].[NH4+]. Product: [CH3:1][C:2]1[C:3]([N:8]([CH2:33][O:34][CH3:35])[S:9]([C:12]2[C:13]([C:18]3[CH:23]=[CH:22][C:21]([CH2:24][OH:25])=[CH:20][C:19]=3[CH2:29][O:30][CH2:31][CH3:32])=[CH:14][CH:15]=[CH:16][CH:17]=2)(=[O:11])=[O:10])=[N:4][O:5][C:6]=1[CH3:7]. The catalyst class is: 182. (10) Reactant: [ClH:1].[CH3:2][C:3]1[CH:8]=[C:7]([NH:9][C:10]2[CH:15]=[C:14]([C:16]([F:19])([F:18])[F:17])[CH:13]=[CH:12][N:11]=2)[N:6]=[C:5]([C:20]([NH:22][NH:23]C(OC(C)(C)C)=O)=[O:21])[CH:4]=1. Product: [ClH:1].[CH3:2][C:3]1[CH:8]=[C:7]([NH:9][C:10]2[CH:15]=[C:14]([C:16]([F:19])([F:17])[F:18])[CH:13]=[CH:12][N:11]=2)[N:6]=[C:5]([C:20]([NH:22][NH2:23])=[O:21])[CH:4]=1. The catalyst class is: 13.